This data is from Peptide-MHC class II binding affinity with 134,281 pairs from IEDB. The task is: Regression. Given a peptide amino acid sequence and an MHC pseudo amino acid sequence, predict their binding affinity value. This is MHC class II binding data. (1) The peptide sequence is MLMTGGVTLVRKNRW. The MHC is DRB5_0101 with pseudo-sequence DRB5_0101. The binding affinity (normalized) is 0.936. (2) The binding affinity (normalized) is 0.772. The MHC is HLA-DQA10104-DQB10503 with pseudo-sequence HLA-DQA10104-DQB10503. The peptide sequence is ELYYAIYKASPTLAF. (3) The peptide sequence is ASKVAATAANAAPAN. The MHC is DRB1_0802 with pseudo-sequence DRB1_0802. The binding affinity (normalized) is 0.460. (4) The peptide sequence is TKETETEAPAAPAEG. The MHC is HLA-DPA10103-DPB10401 with pseudo-sequence HLA-DPA10103-DPB10401. The binding affinity (normalized) is 0. (5) The peptide sequence is NTWTTCQSIAFPSK. The MHC is H-2-IAd with pseudo-sequence H-2-IAd. The binding affinity (normalized) is 0.483. (6) The peptide sequence is IIFSKNLNIKLNMPL. The MHC is HLA-DQA10501-DQB10201 with pseudo-sequence HLA-DQA10501-DQB10201. The binding affinity (normalized) is 0.194. (7) The MHC is DRB3_0101 with pseudo-sequence DRB3_0101. The peptide sequence is ELVPEDPEDSAL. The binding affinity (normalized) is 0. (8) The peptide sequence is ATTEEQKLIEDVNAS. The binding affinity (normalized) is 0.0672. The MHC is DRB5_0101 with pseudo-sequence DRB5_0101.